This data is from Catalyst prediction with 721,799 reactions and 888 catalyst types from USPTO. The task is: Predict which catalyst facilitates the given reaction. Reactant: [F:1][C:2]1[CH:11]=[C:10]([F:12])[CH:9]=[C:8]2[C:3]=1[N:4]=[CH:5][C:6](=[O:13])[NH:7]2.FC1C=C2C(=C(F)C=1)NC(=O)C=N2.[H-].[Na+].FC1C=C2C(C=CC(=O)N2CCN2CCC(NCC3C=CC4OCC(=O)NC=4N=3)CC2)=CC=1.COC1C=C2C(C=CC(=O)N2[CH2:74][CH2:75][N:76]2[CH2:81][CH2:80][CH:79]([NH:82][C:83](=[O:89])[O:84][C:85]([CH3:88])([CH3:87])[CH3:86])[CH2:78][CH2:77]2)=CC=1. Product: [F:1][C:2]1[CH:11]=[C:10]([F:12])[CH:9]=[C:8]2[C:3]=1[N:4]=[CH:5][C:6](=[O:13])[N:7]2[CH2:74][CH2:75][N:76]1[CH2:81][CH2:80][CH:79]([NH:82][C:83](=[O:89])[O:84][C:85]([CH3:88])([CH3:87])[CH3:86])[CH2:78][CH2:77]1. The catalyst class is: 27.